Task: Predict which catalyst facilitates the given reaction.. Dataset: Catalyst prediction with 721,799 reactions and 888 catalyst types from USPTO (1) Reactant: [F:1][C:2]1[CH:3]=[C:4]([N+:12]([O-:14])=[O:13])[CH:5]=[C:6]2[C:11]=1[NH:10][CH2:9][CH2:8][CH2:7]2.[H-].[Na+].Cl.Cl[CH2:19][CH2:20][N:21]([CH3:23])[CH3:22].ClCCl. Product: [F:1][C:2]1[CH:3]=[C:4]([N+:12]([O-:14])=[O:13])[CH:5]=[C:6]2[C:11]=1[N:10]([CH2:19][CH2:20][N:21]([CH3:23])[CH3:22])[CH2:9][CH2:8][CH2:7]2. The catalyst class is: 35. (2) Reactant: [Si]([O:8][C@H:9]([C:43]1[CH:52]=[CH:51][C:50]([OH:53])=[C:49]2[C:44]=1[CH:45]=[CH:46][C:47](=[O:54])[NH:48]2)[CH2:10][NH:11][CH2:12][CH2:13][CH2:14][CH2:15][CH2:16][CH2:17][CH2:18][CH2:19][CH2:20][N:21]1[CH2:26][CH2:25][CH:24]([O:27][C:28](=[O:42])[NH:29][C:30]2[CH:35]=[CH:34][CH:33]=[CH:32][C:31]=2[C:36]2[CH:41]=[CH:40][CH:39]=[CH:38][CH:37]=2)[CH2:23][CH2:22]1)(C(C)(C)C)(C)C.[F-].C([N+](CCCC)(CCCC)CCCC)CCC.[C:73]1([S:87]([OH:90])(=[O:89])=[O:88])[C:82]2[CH:81]=[CH:80][CH:79]=[C:78]([S:83]([OH:86])(=[O:85])=[O:84])[C:77]=2[CH:76]=[CH:75][CH:74]=1. Product: [C:73]1([S:87]([OH:90])(=[O:89])=[O:88])[C:82]2[CH:81]=[CH:80][CH:79]=[C:78]([S:83]([OH:86])(=[O:85])=[O:84])[C:77]=2[CH:76]=[CH:75][CH:74]=1.[OH:8][C@H:9]([C:43]1[CH:52]=[CH:51][C:50]([OH:53])=[C:49]2[C:44]=1[CH:45]=[CH:46][C:47](=[O:54])[NH:48]2)[CH2:10][NH:11][CH2:12][CH2:13][CH2:14][CH2:15][CH2:16][CH2:17][CH2:18][CH2:19][CH2:20][N:21]1[CH2:22][CH2:23][CH:24]([O:27][C:28](=[O:42])[NH:29][C:30]2[CH:35]=[CH:34][CH:33]=[CH:32][C:31]=2[C:36]2[CH:37]=[CH:38][CH:39]=[CH:40][CH:41]=2)[CH2:25][CH2:26]1. The catalyst class is: 36. (3) Reactant: [Cl:1][C:2]1[N:7]=[C:6]([CH2:8][OH:9])[CH:5]=[C:4]([O:10][CH3:11])[CH:3]=1.N1C=CN=C1.[C:17]([Si:21]([CH3:24])([CH3:23])Cl)([CH3:20])([CH3:19])[CH3:18].O. Product: [Si:21]([O:9][CH2:8][C:6]1[CH:5]=[C:4]([O:10][CH3:11])[CH:3]=[C:2]([Cl:1])[N:7]=1)([C:17]([CH3:20])([CH3:19])[CH3:18])([CH3:24])[CH3:23]. The catalyst class is: 9. (4) Reactant: [CH3:1][CH:2]([CH3:16])[C@H:3]([NH2:15])[CH2:4][N:5]1[C:13]2[C:8](=[CH:9][CH:10]=[CH:11][CH:12]=2)[C:7]([CH3:14])=[CH:6]1.[CH3:17][C:18]1[CH:23]=[C:22]([CH3:24])[CH:21]=[C:20]([N+:25]([O-:27])=[O:26])[C:19]=1[S:28](Cl)(=[O:30])=[O:29].C(N(CC)CC)C. Product: [CH3:17][C:18]1[CH:23]=[C:22]([CH3:24])[CH:21]=[C:20]([N+:25]([O-:27])=[O:26])[C:19]=1[S:28]([NH:15][C@H:3]([CH2:4][N:5]1[C:13]2[C:8](=[CH:9][CH:10]=[CH:11][CH:12]=2)[C:7]([CH3:14])=[CH:6]1)[CH:2]([CH3:16])[CH3:1])(=[O:29])=[O:30]. The catalyst class is: 4. (5) Reactant: [CH3:1]OP(C(=[N+]=[N-])C(=O)C)(=O)OC.[C:13]([C:15]1[CH:16]=[N:17][C:18]2[C:23]([CH:24]=1)=[CH:22][C:21]([O:25][CH:26]([S:36][CH3:37])[C:27]([NH:29][C:30]1([CH:34]=O)[CH2:33][CH2:32][CH2:31]1)=[O:28])=[CH:20][CH:19]=2)#[CH:14].C(=O)([O-])[O-].[K+].[K+]. Product: [C:34]([C:30]1([NH:29][C:27](=[O:28])[CH:26]([O:25][C:21]2[CH:22]=[C:23]3[C:18](=[CH:19][CH:20]=2)[N:17]=[CH:16][C:15]([C:13]#[CH:14])=[CH:24]3)[S:36][CH3:37])[CH2:33][CH2:32][CH2:31]1)#[CH:1]. The catalyst class is: 430. (6) Reactant: [CH2:1]([Mg]Cl)[CH3:2].[Br:5][C:6]1[CH:11]=[CH:10][C:9]([CH2:12][C:13](N(OC)C)=[O:14])=[CH:8][CH:7]=1. Product: [Br:5][C:6]1[CH:11]=[CH:10][C:9]([CH2:12][C:13](=[O:14])[CH2:1][CH3:2])=[CH:8][CH:7]=1. The catalyst class is: 1. (7) Reactant: [CH:1]1([CH2:4][N:5]2[C:13]3[N:12]=[C:11]([CH2:14][C:15]4[CH:20]=[CH:19][C:18]([N:21]([CH3:33])[S:22]([C:25]5[C:26]([CH3:32])=[N:27][N:28]([CH3:31])[C:29]=5Cl)(=[O:24])=[O:23])=[CH:17][CH:16]=4)[NH:10][C:9]=3[C:8](=[O:34])[N:7]([CH2:35][C:36]3[CH:41]=[CH:40][CH:39]=[CH:38][C:37]=3[F:42])[C:6]2=[O:43])[CH2:3][CH2:2]1. Product: [CH:1]1([CH2:4][N:5]2[C:13]3[N:12]=[C:11]([CH2:14][C:15]4[CH:20]=[CH:19][C:18]([N:21]([CH3:33])[S:22]([C:25]5[C:26]([CH3:32])=[N:27][N:28]([CH3:31])[CH:29]=5)(=[O:23])=[O:24])=[CH:17][CH:16]=4)[NH:10][C:9]=3[C:8](=[O:34])[N:7]([CH2:35][C:36]3[CH:41]=[CH:40][CH:39]=[CH:38][C:37]=3[F:42])[C:6]2=[O:43])[CH2:3][CH2:2]1. The catalyst class is: 19. (8) Reactant: [S:1](Cl)([C:4]1[C:16]2[CH:15]=[CH:14][CH:13]=[C:9]([N:10]([CH3:12])[CH3:11])[C:8]=2[CH:7]=[CH:6][CH:5]=1)(=[O:3])=[O:2].[CH2:18]([CH2:20][NH2:21])[OH:19].C(N(CC)CC)C. The catalyst class is: 2. Product: [CH3:11][N:10]([CH3:12])[C:9]1[CH:13]=[CH:14][CH:15]=[C:16]2[C:8]=1[CH:7]=[CH:6][CH:5]=[C:4]2[S:1]([NH:21][CH2:20][CH2:18][OH:19])(=[O:3])=[O:2].